This data is from Full USPTO retrosynthesis dataset with 1.9M reactions from patents (1976-2016). The task is: Predict the reactants needed to synthesize the given product. (1) The reactants are: [C:1]([O:5][C:6]([N:8]1[CH2:13][C@H:12]([CH2:14][F:15])[NH:11][CH2:10][C@H:9]1[CH3:16])=[O:7])([CH3:4])([CH3:3])[CH3:2].C(=O)([O-])[O-].[K+].[K+].Br[CH2:24][C:25]([O:27][CH2:28][C:29]1[CH:34]=[CH:33][CH:32]=[CH:31][CH:30]=1)=[O:26].C(#N)C. Given the product [C:1]([O:5][C:6]([N:8]1[CH2:13][C@H:12]([CH2:14][F:15])[N:11]([CH2:24][C:25]([O:27][CH2:28][C:29]2[CH:34]=[CH:33][CH:32]=[CH:31][CH:30]=2)=[O:26])[CH2:10][C@H:9]1[CH3:16])=[O:7])([CH3:4])([CH3:3])[CH3:2], predict the reactants needed to synthesize it. (2) Given the product [C:1]([O:5][C:6](=[O:15])[NH:7][CH2:8][CH:9]1[CH2:10][CH2:11][N:12]([C:19]2[CH:20]=[CH:21][N:22]=[C:17]([Cl:16])[N:18]=2)[CH2:13][CH2:14]1)([CH3:4])([CH3:2])[CH3:3], predict the reactants needed to synthesize it. The reactants are: [C:1]([O:5][C:6](=[O:15])[NH:7][CH2:8][CH:9]1[CH2:14][CH2:13][NH:12][CH2:11][CH2:10]1)([CH3:4])([CH3:3])[CH3:2].[Cl:16][C:17]1[N:22]=[C:21](Cl)[CH:20]=[CH:19][N:18]=1.C(N(C(C)C)C(C)C)C.C(OC(=O)NCC1CCN(C2N=C(Cl)C=CN=2)CC1)(C)(C)C. (3) Given the product [Cl:16][C:17]1[CH:18]=[C:19]2[C:23](=[CH:24][CH:25]=1)[NH:22][N:21]=[C:20]2[CH2:26][N:2]1[C:28]([C:30]2[N:34]([CH3:35])[CH:33]=[C:32]([C:36]([OH:38])=[O:37])[CH:31]=2)=[C:4]2[C:3]([N:8]([CH2:9][CH:10]([CH3:11])[CH3:12])[C:7](=[O:13])[N:6]([CH3:14])[C:5]2=[O:15])=[N:1]1, predict the reactants needed to synthesize it. The reactants are: [NH:1]([C:3]1[N:8]([CH2:9][CH:10]([CH3:12])[CH3:11])[C:7](=[O:13])[N:6]([CH3:14])[C:5](=[O:15])[CH:4]=1)[NH2:2].[Cl:16][C:17]1[CH:18]=[C:19]2[C:23](=[CH:24][CH:25]=1)[NH:22][N:21]=[C:20]2[CH:26]=O.[CH:28]([C:30]1[N:34]([CH3:35])[CH:33]=[C:32]([C:36]([OH:38])=[O:37])[CH:31]=1)=O. (4) Given the product [CH3:28][O:27][C:25](=[O:26])[CH2:24][O:16][C:3]1[CH:4]=[CH:5][C:6]([O:8][Si:9]([C:12]([CH3:13])([CH3:15])[CH3:14])([CH3:10])[CH3:11])=[CH:7][C:2]=1[Br:1], predict the reactants needed to synthesize it. The reactants are: [Br:1][C:2]1[CH:7]=[C:6]([O:8][Si:9]([C:12]([CH3:15])([CH3:14])[CH3:13])([CH3:11])[CH3:10])[CH:5]=[CH:4][C:3]=1[OH:16].C(=O)([O-])[O-].[Cs+].[Cs+].Br[CH2:24][C:25]([O:27][CH3:28])=[O:26]. (5) Given the product [CH3:15][N:7]1[C:8]2[CH:14]=[CH:13][CH:12]=[CH:11][C:9]=2[N:10](/[C:3](/[CH3:2])=[CH:4]\[S:5][CH3:6])[C:16]1=[O:17], predict the reactants needed to synthesize it. The reactants are: [I-].[CH3:2][C:3]1[N:10]2[C:6](=[N+:7]([CH3:15])[C:8]3[CH:14]=[CH:13][CH:12]=[CH:11][C:9]=32)[S:5][CH:4]=1.[CH3:16][O-:17].[Na+]. (6) Given the product [F:25][C:24]([F:26])([F:27])[C:22]1[CH:23]=[C:18]([CH:19]=[C:20]([C:28]([F:31])([F:29])[F:30])[CH:21]=1)[CH2:17][N:10]1[CH2:9][C@H:8]([CH2:11][CH:12]([CH3:14])[CH3:13])[NH:7][C:6](=[O:15])[C@@H:5]1[CH2:1][CH:2]([CH3:4])[CH3:3], predict the reactants needed to synthesize it. The reactants are: [CH2:1]([C@@H:5]1[NH:10][CH2:9][C@H:8]([CH2:11][CH:12]([CH3:14])[CH3:13])[NH:7][C:6]1=[O:15])[CH:2]([CH3:4])[CH3:3].Br[CH2:17][C:18]1[CH:23]=[C:22]([C:24]([F:27])([F:26])[F:25])[CH:21]=[C:20]([C:28]([F:31])([F:30])[F:29])[CH:19]=1.FC1C=CC(CN2C[C@H](CC(C)C)NC(=O)[C@@H]2CC(C)C)=C(C(F)(F)F)C=1. (7) Given the product [ClH:1].[CH3:32][N:31]([CH2:30][C:29]1[N:28]([CH3:27])[C:34]2[C:40]([CH:41]=1)=[CH:39][CH:36]=[CH:35][CH:33]=2)[C:22](=[O:24])/[CH:21]=[CH:20]/[C:17]1[CH:18]=[N:19][C:13]2[NH:12][C:11](=[O:25])[N:10]([CH2:9][CH2:8][N:2]3[CH2:7][CH2:6][O:5][CH2:4][CH2:3]3)[CH2:15][C:14]=2[CH:16]=1, predict the reactants needed to synthesize it. The reactants are: [ClH:1].[N:2]1([CH2:8][CH2:9][N:10]2[CH2:15][C:14]3[CH:16]=[C:17](/[CH:20]=[CH:21]/[C:22]([OH:24])=O)[CH:18]=[N:19][C:13]=3[NH:12][C:11]2=[O:25])[CH2:7][CH2:6][O:5][CH2:4][CH2:3]1.Cl.[CH3:27][N:28]1[CH2:34][C:33]2[CH:35]=[C:36](/[CH:39]=[CH:40]/[C:41](O)=O)C=N[C:32]=2[NH:31][C:30](=O)[CH2:29]1.CNCC1N(C)C2C(C=1)=CC=CC=2.CNCC1C=CC2C(=CC=CC=2)C=1CCC. (8) Given the product [CH3:40][N:37]1[CH:38]=[CH:39][C:35]([CH:33]([N:10]2[C:7]3[CH2:8][CH2:9][N:4]([C:1](=[O:3])[CH3:2])[CH2:5][C:6]=3[C:12]([NH:13][C:22]3[CH:21]=[C:20]([CH3:23])[CH:19]=[CH:18][CH:17]=3)=[N:11]2)[CH3:34])=[N:36]1, predict the reactants needed to synthesize it. The reactants are: [C:1]([N:4]1[CH2:9][CH2:8][C:7]2[N:10](C3CCOCC3)[N:11]=[C:12]([N:13]3[C:22]4[C:17](=[CH:18][C:19](Br)=[C:20]([C:23]#N)[CH:21]=4)CCC3)[C:6]=2[CH2:5]1)(=[O:3])[CH3:2].Cl[CH:33]([C:35]1[CH:39]=[CH:38][N:37]([CH3:40])[N:36]=1)[CH3:34]. (9) Given the product [BrH:19].[C:1]([O:5][C:6](=[O:20])[NH:7][C:8]1[CH:13]=[CH:12][C:11]([O:14][CH2:15][CH2:16][CH2:17][CH2:18][N:22]([CH3:23])[CH3:21])=[CH:10][CH:9]=1)([CH3:4])([CH3:3])[CH3:2], predict the reactants needed to synthesize it. The reactants are: [C:1]([O:5][C:6](=[O:20])[NH:7][C:8]1[CH:13]=[CH:12][C:11]([O:14][CH2:15][CH2:16][CH2:17][CH2:18][Br:19])=[CH:10][CH:9]=1)([CH3:4])([CH3:3])[CH3:2].[CH3:21][NH:22][CH3:23].